This data is from NCI-60 drug combinations with 297,098 pairs across 59 cell lines. The task is: Regression. Given two drug SMILES strings and cell line genomic features, predict the synergy score measuring deviation from expected non-interaction effect. (1) Drug 1: C1=CC(=CC=C1C#N)C(C2=CC=C(C=C2)C#N)N3C=NC=N3. Drug 2: C1CNP(=O)(OC1)N(CCCl)CCCl. Cell line: M14. Synergy scores: CSS=-4.73, Synergy_ZIP=1.61, Synergy_Bliss=-1.58, Synergy_Loewe=-5.95, Synergy_HSA=-6.22. (2) Drug 1: COC1=C(C=C2C(=C1)N=CN=C2NC3=CC(=C(C=C3)F)Cl)OCCCN4CCOCC4. Drug 2: CCC(=C(C1=CC=CC=C1)C2=CC=C(C=C2)OCCN(C)C)C3=CC=CC=C3.C(C(=O)O)C(CC(=O)O)(C(=O)O)O. Cell line: SF-268. Synergy scores: CSS=10.0, Synergy_ZIP=-1.10, Synergy_Bliss=2.59, Synergy_Loewe=-3.64, Synergy_HSA=-1.66. (3) Drug 1: CN(C)N=NC1=C(NC=N1)C(=O)N. Drug 2: N.N.Cl[Pt+2]Cl. Cell line: HS 578T. Synergy scores: CSS=-1.74, Synergy_ZIP=0.542, Synergy_Bliss=2.48, Synergy_Loewe=-0.955, Synergy_HSA=-0.226. (4) Drug 1: CCC(=C(C1=CC=CC=C1)C2=CC=C(C=C2)OCCN(C)C)C3=CC=CC=C3.C(C(=O)O)C(CC(=O)O)(C(=O)O)O. Drug 2: CC(C)(C#N)C1=CC(=CC(=C1)CN2C=NC=N2)C(C)(C)C#N. Cell line: SF-295. Synergy scores: CSS=-1.95, Synergy_ZIP=2.29, Synergy_Bliss=0.725, Synergy_Loewe=-5.37, Synergy_HSA=-3.68.